This data is from Forward reaction prediction with 1.9M reactions from USPTO patents (1976-2016). The task is: Predict the product of the given reaction. (1) Given the reactants [NH2:1][C:2]1[N:7]2[N:8]=[C:9]([C:19]3[CH:24]=[CH:23][CH:22]=[CH:21][CH:20]=3)[C:10]([C:11]3[N:12]=[N:13][C:14]([O:17]C)=[CH:15][CH:16]=3)=[C:6]2[CH:5]=[CH:4][CH:3]=1.Cl.C(=O)([O-])O.[Na+], predict the reaction product. The product is: [NH2:1][C:2]1[N:7]2[N:8]=[C:9]([C:19]3[CH:24]=[CH:23][CH:22]=[CH:21][CH:20]=3)[C:10]([C:11]3[CH:16]=[CH:15][C:14](=[O:17])[NH:13][N:12]=3)=[C:6]2[CH:5]=[CH:4][CH:3]=1. (2) Given the reactants Cl.[N:2]1[CH:7]=[CH:6][C:5]([CH2:8][C:9]([OH:11])=O)=[CH:4][CH:3]=1.[Cl:12][C:13]1[CH:18]=[CH:17][C:16]([C:19]2[C:20]([NH2:28])=[N:21][N:22]3[CH:27]=[CH:26][CH:25]=[N:24][C:23]=23)=[CH:15][CH:14]=1, predict the reaction product. The product is: [Cl:12][C:13]1[CH:18]=[CH:17][C:16]([C:19]2[C:20]([NH:28][C:9](=[O:11])[CH2:8][C:5]3[CH:4]=[CH:3][N:2]=[CH:7][CH:6]=3)=[N:21][N:22]3[CH:27]=[CH:26][CH:25]=[N:24][C:23]=23)=[CH:15][CH:14]=1. (3) Given the reactants [O:1]=[C:2]1[C:10](=[C:11]2[C:19]3[C:14](=[CH:15][C:16]([C:20]([OH:22])=O)=[CH:17][CH:18]=3)[CH2:13][O:12]2)[C:9]2[C:4](=[CH:5][CH:6]=[CH:7][CH:8]=2)[NH:3]1.C(Cl)(=O)C([Cl:26])=O.C(Cl)Cl, predict the reaction product. The product is: [O:1]=[C:2]1[C:10](=[C:11]2[C:19]3[C:14](=[CH:15][C:16]([C:20]([Cl:26])=[O:22])=[CH:17][CH:18]=3)[CH2:13][O:12]2)[C:9]2[C:4](=[CH:5][CH:6]=[CH:7][CH:8]=2)[NH:3]1. (4) Given the reactants [C:1]([C:3]1[CH:4]=[N:5][N:6]2[C:11]([C:12]([F:15])([F:14])[F:13])=[CH:10][C:9]([C:16]3[CH:21]=[CH:20][CH:19]=[C:18]([C:22]([F:25])([F:24])[F:23])[CH:17]=3)=[N:8][C:7]=12)#[CH:2].C(OC([N:33]1[CH2:38][CH2:37][N:36]([S:39]([C:42]2[S:43][C:44](Br)=[CH:45][CH:46]=2)(=[O:41])=[O:40])[CH2:35][CH2:34]1)=O)(C)(C)C.C(O)(C(F)(F)F)=O, predict the reaction product. The product is: [N:36]1([S:39]([C:42]2[S:43][C:44]([C:2]#[C:1][C:3]3[CH:4]=[N:5][N:6]4[C:11]([C:12]([F:14])([F:13])[F:15])=[CH:10][C:9]([C:16]5[CH:21]=[CH:20][CH:19]=[C:18]([C:22]([F:25])([F:24])[F:23])[CH:17]=5)=[N:8][C:7]=34)=[CH:45][CH:46]=2)(=[O:41])=[O:40])[CH2:35][CH2:34][NH:33][CH2:38][CH2:37]1.